From a dataset of Catalyst prediction with 721,799 reactions and 888 catalyst types from USPTO. Predict which catalyst facilitates the given reaction. (1) Reactant: [C:1]([C:3]1[CH:4]=[C:5]2[C:9](=[CH:10][CH:11]=1)[NH:8][CH:7]=[CH:6]2)#[N:2].C=O.[CH3:14][NH:15][CH3:16].[CH:17](Cl)(Cl)Cl. Product: [C:1]([C:3]1[CH:4]=[C:5]2[C:9](=[CH:10][CH:11]=1)[NH:8][CH:7]=[C:6]2[CH2:14][N:15]([CH3:17])[CH3:16])#[N:2]. The catalyst class is: 8. (2) Reactant: [CH3:1][C:2]1[CH:3]=[C:4]([C:16]2[S:20][C:19]([CH:21]=[C:22]3[CH2:27][CH2:26][CH:25]([C:28]([O:30][CH2:31][CH3:32])=[O:29])[CH2:24][CH2:23]3)=[N:18][CH:17]=2)[CH:5]=[C:6]([NH:8][C:9]2[N:14]=[C:13]([CH3:15])[CH:12]=[CH:11][N:10]=2)[CH:7]=1. Product: [CH3:1][C:2]1[CH:3]=[C:4]([C:16]2[S:20][C:19]([CH2:21][CH:22]3[CH2:27][CH2:26][CH:25]([C:28]([O:30][CH2:31][CH3:32])=[O:29])[CH2:24][CH2:23]3)=[N:18][CH:17]=2)[CH:5]=[C:6]([NH:8][C:9]2[N:14]=[C:13]([CH3:15])[CH:12]=[CH:11][N:10]=2)[CH:7]=1. The catalyst class is: 29.